From a dataset of Reaction yield outcomes from USPTO patents with 853,638 reactions. Predict the reaction yield, written as a fraction of the theoretical maximum amount of product (1.0 means a 100% yield; for example, 0.34 means a 34% yield). (1) The reactants are [F:1][C:2]([F:12])([F:11])[C:3]1[CH:7]=[C:6]([C:8]([OH:10])=[O:9])[NH:5][N:4]=1.[C:13](Cl)(C)=O. The catalyst is CO. The product is [F:12][C:2]([F:1])([F:11])[C:3]1[CH:7]=[C:6]([C:8]([O:10][CH3:13])=[O:9])[NH:5][N:4]=1. The yield is 0.930. (2) The reactants are [Cl:1][C:2]1[CH:7]=[C:6]([I:8])[CH:5]=[C:4]([Cl:9])[C:3]=1[C:10]1[S:11][C:12]2[CH:13]=[N+:14]([O-])[CH:15]=[C:16]([F:19])[C:17]=2[N:18]=1.P(Cl)(Cl)([Cl:23])=O.C(=O)(O)[O-].[Na+]. The catalyst is ClCCCl. The product is [Cl:23][C:13]1[C:12]2[S:11][C:10]([C:3]3[C:2]([Cl:1])=[CH:7][C:6]([I:8])=[CH:5][C:4]=3[Cl:9])=[N:18][C:17]=2[C:16]([F:19])=[CH:15][N:14]=1. The yield is 0.340.